This data is from Forward reaction prediction with 1.9M reactions from USPTO patents (1976-2016). The task is: Predict the product of the given reaction. Given the reactants [Cl:1][C:2]1[N:7]=[C:6]([C:8]([O:10][CH2:11][CH3:12])=[O:9])[C:5]([N+:13]([O-:15])=[O:14])=[C:4](Cl)[N:3]=1.[CH:17]1([C:20]2[NH:24][N:23]=[C:22]([NH2:25])[CH:21]=2)[CH2:19][CH2:18]1.O, predict the reaction product. The product is: [Cl:1][C:2]1[N:7]=[C:6]([C:8]([O:10][CH2:11][CH3:12])=[O:9])[C:5]([N+:13]([O-:15])=[O:14])=[C:4]([NH:25][C:22]2[CH:21]=[C:20]([CH:17]3[CH2:19][CH2:18]3)[NH:24][N:23]=2)[N:3]=1.